This data is from Drug-target binding data from BindingDB using IC50 measurements. The task is: Regression. Given a target protein amino acid sequence and a drug SMILES string, predict the binding affinity score between them. We predict pIC50 (pIC50 = -log10(IC50 in M); higher means more potent). Dataset: bindingdb_ic50. (1) The drug is COc1ccc2oc(C(=O)Nc3ccc(-c4ccc(S(=O)(=O)N[C@H](C(=O)O)C(C)C)cc4)cc3)cc2c1. The target protein (O77656) has sequence MHPRVLAGFLFFSWTACWSLPLPSDGDSEDLSEEDFQFAESYLKSYYYPQNPAGILKKTAASSVIDRLREMQSFFGLEVTGRLDDNTLDIMKKPRCGVPDVGEYNVFPRTLKWSKMNLTYRIVNYTPDLTHSEVEKAFRKAFKVWSDVTPLNFTRIHNGTADIMISFGTKEHGDFYPFDGPSGLLAHAFPPGPNYGGDAHFDDDETWTSSSKGYNLFLVAAHEFGHSLGLDHSKDPGALMFPIYTYTGKSHFMLPDDDVQGIQSLYGPGDEDPYSKHPKTPDKCDPSLSLDAITSLRGETLIFKDRFFWRLHPQQVEAELFLTKSFGPELPNRIDAAYEHPSHDLIFIFRGRKFWALSGYDILEDYPKKISELGFPKHVKKISAALHFEDSGKTLFFSENQVWSYDDTNHVMDKDYPRLIEEVFPGIGDKVDAVYQKNGYIYFFNGPIQFEYSIWSNRIVRVMTTNSLLWC. The pIC50 is 9.1. (2) The drug is CO[C@H]([C@H](O)CO)[C@@H]1OC(C(=O)O)=C[C@H](NC(=N)N)[C@H]1NC(C)=O. The target protein sequence is MNPNQKIITIGSVSLTIATVCFLMQIAILATTVTLHFKQHECDSPASNQVMPCEPIIIERNITEIVYLNNTTIEKEICPKVVEYRNWSKPQCQITGFAPFSKDNSIRLSAGGDIWVTREPYVSCDPGKCYQFALGQGTTLDNKHSNDTVHDRIPHRTLLMNELGVPFHLGTRQVCIAWSSSSCHDGKAWLHVCITGDDKNATASFIYDGRLVDSIGSWSQNILRTQESECVCINGTCTVVMTDGSASGRADTRILFIEEGKIVHISPLSGSAQHIEECSCYPRYPGVRCICRDNWKGSNRPVVDINMEDYSIDSSYVCSGLVGDTPRNDDSSSNSNCRNPNNERGTQGVKGWAFDNGNDLWMGRTISKESRSGYETFKVIGGWSTPNSKSQVNRQVIVDNNNWSGYSGIFSVEGKSCINRCFYVELIRGRPQETRVWWTSNSIVVFCGTSGTYGTGSWPDGANINFMPI. The pIC50 is 5.5. (3) The compound is COc1ccccc1C(=O)c1cc2cc(C)ccc2[nH]1. The target protein (Q6B856) has sequence MREIVHIQAGQCGNQIGAKFWEVISDEHGIDPTGSYHGDSDLQLERINVYYNEATGNKYVPRAILVDLEPGTMDSVRSGPFGQIFRPDNFVFGQSGAGNNWAKGHYTEGAELVDSVLDVVRKESESCDCLQGFQLTHSLGGGTGSGMGTLLISKIREEYPDRIMNTFSVMPSPKVSDTVVEPYNATLSVHQLVENTDETYCIDNEALYDICFRTLKLTTPTYGDLNHLVSATMSGVTTCLRFPGQLNADLRKLAVNMVPFPRLHFFMPGFAPLTSRGSQQYRALTVPELTQQMFDSKNMMAACDPRHGRYLTVAAIFRGRMSMKEVDEQMLNVQNKNSSYFVEWIPNNVKTAVCDIPPRGLKMSATFIGNSTAIQELFKRISEQFTAMFRRKAFLHWYTGEGMDEMEFTEAESNMNDLVSEYQQYQDATADEQGEFEEEEGEDEA. The pIC50 is 5.5. (4) The compound is Cc1ccc(C2=NN(c3ccc(S(N)(=O)=O)cc3)C(c3ccc(C(F)(F)F)cc3)C2)cc1. The target protein sequence is MLARALLLCAVLALSHTANPCCSHPCQNRGVCMSVGFDQYKCDCTRTGFYGENCSTPEFLTRIKLFLKPTPNTVHYILTHFKGFWNVVNNIPFLRNAIMSYVLTSRSHLIDSPPTYNADYGYKSWEAFSNLSYYTRALPPVPDDCPTPLGVKGKKQLPDSNEIVGKLLLRRKFIPDPQGSNMMFAFFAQHFTHQFFKTDHKRGPAFTNGLGHGVDLNHIYGETLARQRKLRLFKDGKMKYQIIDGEMYPPTVKDTQAEMIYPPQVPEHLRFAVGQEVFGLVPGLMMYATIWLREHNRVCDVLKQEHPEWGDEQLFQTSRLILIGETIKIVIEDYVQHLSGYHFKLKFDPELLFNKQFQYQNRIAAEFNTLYHWHPLLPDTFQIHDQKYNYQQFIYNNSILLEHGITQFVESFTRQIAGRVAGGRNVPPAVQKVSQASIDQSRQMKYQSFNEYRKRFMLKPYESFEELTGEKEMSAELEALYGDIDAVELYPALLVEKPRP.... The pIC50 is 5.1. (5) The drug is N[C@H]1CCN(C(=O)CN(C(=O)/C=C/c2ccccc2)c2ccc(-c3cccc(OC(F)(F)F)c3)cc2)C1. The target protein sequence is MSGYQQGGGHYNDGYGHQEHGDSFYQDEHGQAYYDHDYGDGYYDRSGYYGPDSNHNQQEGGYYDAGQPHDDYYGDHYYDQGNGQQGYDNRGRRRGDSEEDSETFSDFTMRSETARAADMDYYGRGDERYNSYADSQYGGRGYGYRPPSSQISYGANRSSGASTPVYGMDYGNALPAGQRSREPYPAWASDGQVPVSKEEIEDIFLDLVNKFGFQRDSMRNMYDHLMTMLDSRASRMTPNQALLSLHADYIGGDNANYRRWYFAAHLDLDDAVGFANMKLGKADRKTRKARKAAKKAAQQNPENVEETLEALEGDNSLEAAEYRWKTRMNKMSQHDRVRQLALFLLCWGEANQVRFLPECLCFIFKCADDYYNSPECQNRVEPVEEFTYLNEIITPLYQYCRDQGYEIVDGKYVRRERDHNQIIGYDDMNQLFWYPEGIERIALEDKTRLVDIPPAERWTKLKDVVWKKAFFKTYKETRSWFHMITNFNRIWVIHLGAFWF.... The pIC50 is 4.8.